This data is from Forward reaction prediction with 1.9M reactions from USPTO patents (1976-2016). The task is: Predict the product of the given reaction. (1) Given the reactants [CH2:1]([O:3][C:4](=[O:23])[C:5]1[C:10](Br)=[CH:9][C:8]([C:12]2[C:17]([CH2:18][CH3:19])=[CH:16][CH:15]=[CH:14][C:13]=2[CH2:20][CH3:21])=[N:7][C:6]=1[CH3:22])[CH3:2].[CH2:24]([O:27][CH3:28])[C:25]#[CH:26], predict the reaction product. The product is: [CH2:1]([O:3][C:4](=[O:23])[C:5]1[C:10]([C:26]#[C:25][CH2:24][O:27][CH3:28])=[CH:9][C:8]([C:12]2[C:17]([CH2:18][CH3:19])=[CH:16][CH:15]=[CH:14][C:13]=2[CH2:20][CH3:21])=[N:7][C:6]=1[CH3:22])[CH3:2]. (2) Given the reactants [CH2:1]([C@@H:8]1[CH2:13][NH:12][CH2:11][CH2:10][NH:9]1)[C:2]1[CH:7]=[CH:6][CH:5]=[CH:4][CH:3]=1.[F:14][C:15]([F:26])([F:25])[C:16](O[C:16](=[O:17])[C:15]([F:26])([F:25])[F:14])=[O:17], predict the reaction product. The product is: [CH2:1]([C@@H:8]1[CH2:13][N:12]([C:16](=[O:17])[C:15]([F:26])([F:25])[F:14])[CH2:11][CH2:10][N:9]1[C:16](=[O:17])[C:15]([F:26])([F:14])[F:25])[C:2]1[CH:7]=[CH:6][CH:5]=[CH:4][CH:3]=1.